From a dataset of Full USPTO retrosynthesis dataset with 1.9M reactions from patents (1976-2016). Predict the reactants needed to synthesize the given product. (1) Given the product [F:1][C:2]1[C:3]([F:15])=[C:4]([O:8][CH2:9][CH2:10][CH2:11][CH2:12][CH2:13][CH3:14])[CH:5]=[CH:6][C:7]=1[CH:28]1[CH2:29][CH2:30][C:25]2([O:24][CH2:23][CH2:22][O:21]2)[CH2:26][CH2:27]1, predict the reactants needed to synthesize it. The reactants are: [F:1][C:2]1[CH:7]=[CH:6][CH:5]=[C:4]([O:8][CH2:9][CH2:10][CH2:11][CH2:12][CH2:13][CH3:14])[C:3]=1[F:15].C([Li])(CC)C.[O:21]1[C:25]2([CH2:30][CH2:29][C:28](=O)[CH2:27][CH2:26]2)[O:24][CH2:23][CH2:22]1.[Cl-].[NH4+]. (2) Given the product [F:18][C:15]([F:16])([F:17])[C:14]1[C:9]([C:7]2[CH:8]=[C:3]([NH2:1])[N:4]=[N:5][CH:6]=2)=[N:10][CH:11]=[CH:12][CH:13]=1, predict the reactants needed to synthesize it. The reactants are: [NH:1]([C:3]1[N:4]=[N:5][CH:6]=[C:7]([C:9]2[C:14]([C:15]([F:18])([F:17])[F:16])=[CH:13][CH:12]=[CH:11][N:10]=2)[CH:8]=1)N.[H][H]. (3) Given the product [CH3:3][C@@H:4]([NH:8][C:9]1[C:14]([C:15]([OH:17])=[O:16])=[CH:13][N:12]=[C:11]2[N:20]([CH2:23][CH3:24])[N:21]=[CH:22][C:10]=12)[CH:5]([CH3:6])[CH3:7], predict the reactants needed to synthesize it. The reactants are: [OH-].[Na+].[CH3:3][C@@H:4]([NH:8][C:9]1[C:14]([C:15]([O:17]CC)=[O:16])=[CH:13][N:12]=[C:11]2[N:20]([CH2:23][CH3:24])[N:21]=[CH:22][C:10]=12)[CH:5]([CH3:7])[CH3:6].Cl. (4) Given the product [Cl:1][C:2]1[CH:7]=[C:6]([F:8])[C:5]([F:9])=[CH:4][C:3]=1[CH:10]=[O:11], predict the reactants needed to synthesize it. The reactants are: [Cl:1][C:2]1[CH:7]=[C:6]([F:8])[C:5]([F:9])=[CH:4][C:3]=1[CH2:10][OH:11].CC(OI1(OC(C)=O)(OC(C)=O)OC(=O)C2C=CC=CC1=2)=O.C(=O)([O-])[O-].[K+].[K+]. (5) Given the product [Cl:1][C:2]1[CH:3]=[C:4]([C:12]2[CH:13]=[CH:14][C:15]([N+:18]([O-:20])=[O:19])=[CH:16][CH:17]=2)[CH:5]=[CH:6][C:7]=1[C:8]([OH:10])=[O:9], predict the reactants needed to synthesize it. The reactants are: [Cl:1][C:2]1[CH:3]=[C:4]([C:12]2[CH:17]=[CH:16][C:15]([N+:18]([O-:20])=[O:19])=[CH:14][CH:13]=2)[CH:5]=[CH:6][C:7]=1[C:8]([O:10]C)=[O:9].CO.O.[OH-].[Na+]. (6) Given the product [CH3:1][O:2][C:3](=[O:7])[C:4]([N:32]1[CH2:31][CH2:30][CH:29]([NH:28][C:27]2[C:22]([C:14]3[NH:13][C:12](=[O:35])[C:11]4[C:16](=[CH:17][C:18]([O:20][CH3:21])=[CH:19][C:10]=4[O:9][CH3:8])[N:15]=3)=[N:23][CH:24]=[CH:25][CH:26]=2)[CH2:34][CH2:33]1)=[O:5], predict the reactants needed to synthesize it. The reactants are: [CH3:1][O:2][C:3](=[O:7])[C:4](Cl)=[O:5].[CH3:8][O:9][C:10]1[CH:19]=[C:18]([O:20][CH3:21])[CH:17]=[C:16]2[C:11]=1[C:12](=[O:35])[NH:13][C:14]([C:22]1[C:27]([NH:28][CH:29]3[CH2:34][CH2:33][NH:32][CH2:31][CH2:30]3)=[CH:26][CH:25]=[CH:24][N:23]=1)=[N:15]2.C(N(CC)CC)C. (7) Given the product [NH2:25][C:6]1[CH:7]=[C:8]([CH:23]=[CH:24][C:5]=1[O:4][CH:1]1[CH2:2][CH2:3]1)[C:9]([NH:11][C:12]1[S:13][C:14]([C:17]2[CH:22]=[CH:21][CH:20]=[CH:19][CH:18]=2)=[N:15][N:16]=1)=[O:10], predict the reactants needed to synthesize it. The reactants are: [CH:1]1([O:4][C:5]2[CH:24]=[CH:23][C:8]([C:9]([NH:11][C:12]3[S:13][C:14]([C:17]4[CH:22]=[CH:21][CH:20]=[CH:19][CH:18]=4)=[N:15][N:16]=3)=[O:10])=[CH:7][C:6]=2[N+:25]([O-])=O)[CH2:3][CH2:2]1. (8) Given the product [Cl:1][C:2]1[CH:21]=[CH:20][C:5]([C:6]([NH:8][CH2:9][C:10]2[CH:19]=[CH:18][C:13]([C:14]([NH:23][NH2:24])=[O:15])=[CH:12][CH:11]=2)=[O:7])=[CH:4][CH:3]=1, predict the reactants needed to synthesize it. The reactants are: [Cl:1][C:2]1[CH:21]=[CH:20][C:5]([C:6]([NH:8][CH2:9][C:10]2[CH:19]=[CH:18][C:13]([C:14](OC)=[O:15])=[CH:12][CH:11]=2)=[O:7])=[CH:4][CH:3]=1.O.[NH2:23][NH2:24].